This data is from Forward reaction prediction with 1.9M reactions from USPTO patents (1976-2016). The task is: Predict the product of the given reaction. (1) Given the reactants Cl.[C:2](Cl)(=[O:9])[C:3]1[CH:8]=[CH:7][CH:6]=[N:5][CH:4]=1.[N:11]([CH2:14][C:15]([C:17]1[CH:22]=[CH:21][C:20]([Cl:23])=[CH:19][CH:18]=1)=O)=[N+]=[N-].C1(P(C2C=CC=CC=2)C2C=CC=CC=2)C=CC=CC=1, predict the reaction product. The product is: [Cl:23][C:20]1[CH:21]=[CH:22][C:17]([C:15]2[O:9][C:2]([C:3]3[CH:4]=[N:5][CH:6]=[CH:7][CH:8]=3)=[N:11][CH:14]=2)=[CH:18][CH:19]=1. (2) Given the reactants [CH:1]([C:3]1[CH:4]=[C:5]2[C:9](=[CH:10][CH:11]=1)[NH:8][CH:7]=[CH:6]2)=O.[C:23]([O:22][C:20](O[C:20]([O:22][C:23]([CH3:26])([CH3:25])[CH3:24])=[O:21])=[O:21])([CH3:26])([CH3:25])[CH3:24].[CH2:27]([CH2:29][NH2:30])[OH:28].C(O)(=O)C.C(O[BH-](OC(=O)C)OC(=O)C)(=O)C.[Na+], predict the reaction product. The product is: [OH:28][CH2:27][CH2:29][NH:30][CH2:1][C:3]1[CH:4]=[C:5]2[C:9](=[CH:10][CH:11]=1)[N:8]([C:20]([O:22][C:23]([CH3:24])([CH3:25])[CH3:26])=[O:21])[CH:7]=[CH:6]2. (3) Given the reactants [F:1][C:2]([F:22])([F:21])[S:3]([NH:6][C:7]1[CH:12]=[C:11]([N+:13]([O-])=O)[CH:10]=[C:9]([C:16]2[CH:20]=[CH:19][O:18][CH:17]=2)[CH:8]=1)(=[O:5])=[O:4].[H][H].[CH3:25][O:26][C:27]1[N:32]=[C:31]([O:33][CH3:34])[C:30]([C:35]2[CH:44]=[C:43]3[C:38]([C:39](Cl)=[C:40]([C:45]([NH2:47])=[O:46])[CH:41]=[N:42]3)=[CH:37][CH:36]=2)=[CH:29][N:28]=1, predict the reaction product. The product is: [CH3:25][O:26][C:27]1[N:32]=[C:31]([O:33][CH3:34])[C:30]([C:35]2[CH:44]=[C:43]3[C:38]([C:39]([NH:13][C:11]4[CH:12]=[C:7]([NH:6][S:3]([C:2]([F:22])([F:21])[F:1])(=[O:5])=[O:4])[CH:8]=[C:9]([C:16]5[CH:20]=[CH:19][O:18][CH:17]=5)[CH:10]=4)=[C:40]([C:45]([NH2:47])=[O:46])[CH:41]=[N:42]3)=[CH:37][CH:36]=2)=[CH:29][N:28]=1. (4) Given the reactants [CH3:1][C:2]1[C:3]([C@@H:8]2[N:13](C(OC(C)(C)C)=O)[CH2:12][CH2:11][N:10]3[C:21](=[O:24])[CH2:22][CH2:23][C@@H:9]23)=[N:4][CH:5]=[CH:6][CH:7]=1.Cl.CO.[OH-].[Na+], predict the reaction product. The product is: [CH3:1][C:2]1[C:3]([C@@H:8]2[NH:13][CH2:12][CH2:11][N:10]3[C:21](=[O:24])[CH2:22][CH2:23][C@@H:9]23)=[N:4][CH:5]=[CH:6][CH:7]=1. (5) The product is: [Br-:1].[F:25][C:22]1[CH:21]=[CH:20][C:19]([N:18]2[C:17](=[O:26])[CH:16]([CH2:27][CH2:28][CH:29]([C:31]3[CH:36]=[CH:35][C:34]([F:37])=[CH:33][CH:32]=3)[OH:30])[CH:15]2[C:12]2[CH:11]=[CH:10][C:9]([O:8][CH2:7][C:6]3[CH:5]=[CH:4][C:3]([CH2:2][N+:40]45[CH2:47][CH2:46][N:43]([CH2:44][CH2:45]4)[CH2:42][CH2:41]5)=[CH:39][CH:38]=3)=[CH:14][CH:13]=2)=[CH:24][CH:23]=1. Given the reactants [Br:1][CH2:2][C:3]1[CH:39]=[CH:38][C:6]([CH2:7][O:8][C:9]2[CH:14]=[CH:13][C:12]([CH:15]3[N:18]([C:19]4[CH:24]=[CH:23][C:22]([F:25])=[CH:21][CH:20]=4)[C:17](=[O:26])[CH:16]3[CH2:27][CH2:28][CH:29]([C:31]3[CH:36]=[CH:35][C:34]([F:37])=[CH:33][CH:32]=3)[OH:30])=[CH:11][CH:10]=2)=[CH:5][CH:4]=1.[N:40]12[CH2:47][CH2:46][N:43]([CH2:44][CH2:45]1)[CH2:42][CH2:41]2, predict the reaction product.